Predict which catalyst facilitates the given reaction. From a dataset of Catalyst prediction with 721,799 reactions and 888 catalyst types from USPTO. (1) Reactant: [C:1]([O:5][C:6]([N:8]1[CH2:12][C@@H:11]([CH2:13][N:14]([CH:31]([CH3:33])[CH3:32])[C:15](=[O:30])[C:16]2[CH:21]=[CH:20][C:19]([O:22][CH3:23])=[C:18]([O:24][CH2:25][CH2:26][CH2:27][O:28][CH3:29])[CH:17]=2)[C@H:10]([NH:34][C:35](=[O:47])[CH:36]([O:43]C(=O)C)[C:37]2[CH:42]=[CH:41][CH:40]=[CH:39][CH:38]=2)[CH2:9]1)=[O:7])([CH3:4])([CH3:3])[CH3:2].[Li+].[OH-].O.Cl. Product: [C:1]([O:5][C:6]([N:8]1[CH2:12][C@@H:11]([CH2:13][N:14]([CH:31]([CH3:32])[CH3:33])[C:15](=[O:30])[C:16]2[CH:21]=[CH:20][C:19]([O:22][CH3:23])=[C:18]([O:24][CH2:25][CH2:26][CH2:27][O:28][CH3:29])[CH:17]=2)[C@H:10]([NH:34][C:35](=[O:47])[CH:36]([OH:43])[C:37]2[CH:38]=[CH:39][CH:40]=[CH:41][CH:42]=2)[CH2:9]1)=[O:7])([CH3:3])([CH3:4])[CH3:2]. The catalyst class is: 100. (2) Reactant: [C:1]1([C@H:7]([N:9]2[C@@H:16]3[C@@H:12]([CH2:13][N:14](C(OCC)=O)[CH2:15]3)[CH2:11][CH2:10]2)[CH3:8])[CH:6]=[CH:5][CH:4]=[CH:3][CH:2]=1. Product: [C:1]1([C@H:7]([N:9]2[C@@H:16]3[C@@H:12]([CH2:13][NH:14][CH2:15]3)[CH2:11][CH2:10]2)[CH3:8])[CH:6]=[CH:5][CH:4]=[CH:3][CH:2]=1. The catalyst class is: 33. (3) Reactant: [CH3:1][C:2]1[CH:10]=[C:9]([C:11]([F:14])([F:13])[F:12])[CH:8]=[C:7]([C:15]([F:18])([F:17])[F:16])[C:3]=1[C:4](O)=[O:5].C(Cl)(=O)C([Cl:22])=O. Product: [CH3:1][C:2]1[CH:10]=[C:9]([C:11]([F:14])([F:13])[F:12])[CH:8]=[C:7]([C:15]([F:18])([F:17])[F:16])[C:3]=1[C:4]([Cl:22])=[O:5]. The catalyst class is: 59. (4) Reactant: [CH3:1][C:2]([Si:5]([CH3:22])([CH3:21])[O:6][C@@H:7]1[CH2:11][N:10]([C:12]([O:14][C:15]([CH3:18])([CH3:17])[CH3:16])=[O:13])[C@@H:9]([CH2:19][OH:20])[CH2:8]1)([CH3:4])[CH3:3].[CH3:23][O:24][C:25]1[CH:30]=[CH:29][C:28](O)=[CH:27][CH:26]=1.C1C=CC(P(C2C=CC=CC=2)C2C=CC=CC=2)=CC=1.CCOC(/N=N/C(OCC)=O)=O. Product: [CH3:4][C:2]([Si:5]([CH3:22])([CH3:21])[O:6][C@@H:7]1[CH2:11][N:10]([C:12]([O:14][C:15]([CH3:16])([CH3:18])[CH3:17])=[O:13])[C@@H:9]([CH2:19][O:20][C:28]2[CH:29]=[CH:30][C:25]([O:24][CH3:23])=[CH:26][CH:27]=2)[CH2:8]1)([CH3:1])[CH3:3]. The catalyst class is: 721. (5) Reactant: [OH:1][C@H:2]([C:4]1[CH:5]=[CH:6][C:7]2[CH:23]=[CH:22][C:11]3=[N:12][CH:13]=[C:14]([C:16]4[CH:17]=[N:18][N:19]([CH3:21])[CH:20]=4)[CH:15]=[C:10]3[C:9](=[O:24])[C:8]=2[CH:25]=1)[CH3:3].[H-].[Na+].[CH3:28]I.[Cl-].[NH4+]. Product: [CH3:28][O:1][C@H:2]([C:4]1[CH:5]=[CH:6][C:7]2[CH:23]=[CH:22][C:11]3=[N:12][CH:13]=[C:14]([C:16]4[CH:17]=[N:18][N:19]([CH3:21])[CH:20]=4)[CH:15]=[C:10]3[C:9](=[O:24])[C:8]=2[CH:25]=1)[CH3:3]. The catalyst class is: 54. (6) Reactant: C(NC(C)C)(C)C.[Li]CCCC.CCCCCC.[Br:19][C:20]1[CH:21]=[CH:22][C:23]([F:26])=[N:24][CH:25]=1.[CH:27](OCC)=[O:28]. Product: [Br:19][C:20]1[CH:25]=[N:24][C:23]([F:26])=[C:22]([CH:21]=1)[CH:27]=[O:28]. The catalyst class is: 1.